Task: Predict the reaction yield, written as a fraction of the theoretical maximum amount of product (1.0 means a 100% yield; for example, 0.34 means a 34% yield).. Dataset: Reaction yield outcomes from USPTO patents with 853,638 reactions (1) The reactants are [S:1]1[C:5]2[CH:6]=[CH:7][CH:8]=[CH:9][C:4]=2[C:3]([N:10]2[CH2:15][CH2:14][N:13]([CH2:16][CH2:17][C:18]3[CH:19]=[C:20]4[C:24](=[CH:25][CH:26]=3)[C:23]([CH3:28])([CH3:27])[CH:22]([N:29]([CH3:33])[C:30](=[O:32])[CH3:31])[C:21]4([CH3:35])[CH3:34])[CH2:12][CH2:11]2)=[N:2]1.[CH3:36][S:37]([OH:40])(=[O:39])=[O:38]. The catalyst is C(OCC)(=O)C. The product is [CH3:36][S:37]([OH:40])(=[O:39])=[O:38].[S:1]1[C:5]2[CH:6]=[CH:7][CH:8]=[CH:9][C:4]=2[C:3]([N:10]2[CH2:15][CH2:14][N:13]([CH2:16][CH2:17][C:18]3[CH:19]=[C:20]4[C:24](=[CH:25][CH:26]=3)[C:23]([CH3:28])([CH3:27])[CH:22]([N:29]([CH3:33])[C:30](=[O:32])[CH3:31])[C:21]4([CH3:35])[CH3:34])[CH2:12][CH2:11]2)=[N:2]1. The yield is 0.870. (2) The reactants are C(OC(=O)[NH:7][CH2:8][C:9]1[C:10]([CH2:37][CH:38]([CH3:40])[CH3:39])=[N:11][C:12]([CH3:36])=[C:13]([CH2:22][C:23](=[O:35])[N:24]2[CH2:33][CH2:32][N:31]3[CH:26]([CH2:27][O:28][CH2:29][C:30]3=[O:34])[CH2:25]2)[C:14]=1[C:15]1[CH:20]=[CH:19][C:18]([CH3:21])=[CH:17][CH:16]=1)(C)(C)C.C(OC(=O)C)C.[ClH:48]. The catalyst is C(OCC)(=O)C. The yield is 0.980. The product is [ClH:48].[ClH:48].[NH2:7][CH2:8][C:9]1[C:14]([C:15]2[CH:20]=[CH:19][C:18]([CH3:21])=[CH:17][CH:16]=2)=[C:13]([CH2:22][C:23]([N:24]2[CH2:33][CH2:32][N:31]3[CH:26]([CH2:27][O:28][CH2:29][C:30]3=[O:34])[CH2:25]2)=[O:35])[C:12]([CH3:36])=[N:11][C:10]=1[CH2:37][CH:38]([CH3:39])[CH3:40]. (3) The reactants are [NH2:1][C:2]1[CH:7]=[CH:6][C:5]([C:8]#[C:9][C:10]2[N:11]([CH2:23][CH3:24])[C:12]3[C:17]([C:18]=2[C:19]#[N:20])=[CH:16][CH:15]=[C:14]([O:21][CH3:22])[CH:13]=3)=[CH:4][CH:3]=1.[CH3:25][S:26](Cl)(=[O:28])=[O:27]. The catalyst is N1C=CC=CC=1.C(OCC)(=O)C. The product is [C:19]([C:18]1[C:17]2[C:12](=[CH:13][C:14]([O:21][CH3:22])=[CH:15][CH:16]=2)[N:11]([CH2:23][CH3:24])[C:10]=1[C:9]#[C:8][C:5]1[CH:6]=[CH:7][C:2]([NH:1][S:26]([CH3:25])(=[O:28])=[O:27])=[CH:3][CH:4]=1)#[N:20]. The yield is 0.920. (4) The reactants are C1([C@H]([N:9]2[CH2:14][CH2:13][O:12][C@@H:11]([C:15]3[CH:22]=[CH:21][C:18]([C:19]#[N:20])=[CH:17][CH:16]=3)[CH2:10]2)C)C=CC=CC=1.C(N(CC)CC)C.[C:38](O[C:38]([O:40][C:41]([CH3:44])([CH3:43])[CH3:42])=[O:39])([O:40][C:41]([CH3:44])([CH3:43])[CH3:42])=[O:39]. The catalyst is O1CCCC1. The product is [C:19]([C:18]1[CH:17]=[CH:16][C:15]([C@@H:11]2[O:12][CH2:13][CH2:14][N:9]([C:38]([O:40][C:41]([CH3:42])([CH3:43])[CH3:44])=[O:39])[CH2:10]2)=[CH:22][CH:21]=1)#[N:20]. The yield is 0.770. (5) The reactants are [Cl:1][C:2]1[CH:13]=[CH:12][C:5]2[NH:6][C:7](=[O:11])[O:8][C:9](=[O:10])[C:4]=2[CH:3]=1.[C:14](=O)([O-])[O-].[Na+].[Na+].CI.O. The catalyst is CN(C)C=O. The product is [Cl:1][C:2]1[CH:13]=[CH:12][C:5]2[N:6]([CH3:14])[C:7](=[O:11])[O:8][C:9](=[O:10])[C:4]=2[CH:3]=1. The yield is 0.790. (6) The reactants are [C:1]([O:5][C:6]([N:8]1[CH2:13][CH2:12][CH:11]([N:14]2[C:18]3=[N:19][CH:20]=[N:21][C:22](Cl)=[C:17]3[CH:16]=[N:15]2)[CH2:10][CH2:9]1)=[O:7])([CH3:4])([CH3:3])[CH3:2].[CH3:24][S:25]([C:28]1[N:33]=[C:32]([CH3:34])[C:31]([OH:35])=[CH:30][CH:29]=1)(=[O:27])=[O:26].C(=O)([O-])[O-].[K+].[K+].C(OCC)(=O)C. The catalyst is CN(C)C=O.O. The product is [C:1]([O:5][C:6]([N:8]1[CH2:13][CH2:12][CH:11]([N:14]2[C:18]3=[N:19][CH:20]=[N:21][C:22]([O:35][C:31]4[C:32]([CH3:34])=[N:33][C:28]([S:25]([CH3:24])(=[O:27])=[O:26])=[CH:29][CH:30]=4)=[C:17]3[CH:16]=[N:15]2)[CH2:10][CH2:9]1)=[O:7])([CH3:4])([CH3:3])[CH3:2]. The yield is 0.420. (7) No catalyst specified. The product is [ClH:31].[ClH:31].[CH3:34][N:33]1[C:6]2[C:7]3[CH:8]=[CH:9][CH:10]=[CH:11][C:12]=3[O:13][C:14]3([CH2:19][CH2:18][NH:17][CH2:16][CH2:15]3)[C:5]=2[CH:4]=[N:32]1. The reactants are C(O[CH:4](OCC)[CH:5]1[C:14]2([CH2:19][CH2:18][N:17](C(OC(C)(C)C)=O)[CH2:16][CH2:15]2)[O:13][C:12]2[C:7](=[CH:8][CH:9]=[CH:10][CH:11]=2)[C:6]1=O)C.[ClH:31].[NH2:32][N:33](C)[C:34](=O)OC(C)(C)C. The yield is 0.780. (8) The reactants are [C:1]([C:5]1[N:9]([CH3:10])[N:8]([CH2:11][C@H:12]2[CH2:16][CH2:15][CH2:14][O:13]2)/[C:7](=[N:17]/[C:18](=[O:35])[C:19]2[CH:24]=[C:23]([C:25]([F:28])([F:27])[F:26])[CH:22]=[CH:21][C:20]=2[O:29][CH2:30][C@@H:31]([OH:34])[CH:32]=[CH2:33])/[CH:6]=1)([CH3:4])([CH3:3])[CH3:2]. The catalyst is [Pd]. The product is [C:1]([C:5]1[N:9]([CH3:10])[N:8]([CH2:11][C@H:12]2[CH2:16][CH2:15][CH2:14][O:13]2)/[C:7](=[N:17]/[C:18](=[O:35])[C:19]2[CH:24]=[C:23]([C:25]([F:28])([F:27])[F:26])[CH:22]=[CH:21][C:20]=2[O:29][CH2:30][C@@H:31]([OH:34])[CH2:32][CH3:33])/[CH:6]=1)([CH3:3])([CH3:2])[CH3:4]. The yield is 0.670. (9) The reactants are [C:1]([O:5][C:6]([N:8]1[CH2:13][CH2:12][N:11]([C@@H:14]([C:16]2[CH:17]=[C:18](B(O)O)[C:19]([F:22])=[N:20][CH:21]=2)[CH3:15])[C@@H:10]([CH3:26])[CH2:9]1)=[O:7])([CH3:4])([CH3:3])[CH3:2].Cl[C:28]1[N:33]=[C:32]([CH3:34])[N:31]=[C:30]([N:35]([CH2:45][C:46]2[CH:51]=[CH:50][C:49]([O:52][CH3:53])=[CH:48][CH:47]=2)[CH2:36][C:37]2[CH:42]=[CH:41][C:40]([O:43][CH3:44])=[CH:39][CH:38]=2)[N:29]=1.CC([O-])=O.[K+].O1CCOCC1. The catalyst is CC(P(C(C)(C)C)C1C=CC(N(C)C)=CC=1)(C)C.CC(P(C(C)(C)C)C1C=CC(N(C)C)=CC=1)(C)C.Cl[Pd]Cl.O. The product is [CH3:53][O:52][C:49]1[CH:48]=[CH:47][C:46]([CH2:45][N:35]([CH2:36][C:37]2[CH:38]=[CH:39][C:40]([O:43][CH3:44])=[CH:41][CH:42]=2)[C:30]2[N:31]=[C:32]([CH3:34])[N:33]=[C:28]([C:18]3[CH:17]=[C:16]([C@H:14]([N:11]4[CH2:12][CH2:13][N:8]([C:6]([O:5][C:1]([CH3:4])([CH3:3])[CH3:2])=[O:7])[CH2:9][C@@H:10]4[CH3:26])[CH3:15])[CH:21]=[N:20][C:19]=3[F:22])[N:29]=2)=[CH:51][CH:50]=1. The yield is 0.613.